This data is from Catalyst prediction with 721,799 reactions and 888 catalyst types from USPTO. The task is: Predict which catalyst facilitates the given reaction. Reactant: [Cl-].[NH4+:2].C([O-])(=O)C.[Na+].[Cl:8][C:9]1[C:10]([CH2:27][CH:28]=O)=[C:11]([CH:25]=O)[C:12]([C:18]2[CH:23]=[CH:22][CH:21]=[C:20]([F:24])[CH:19]=2)=[C:13]([CH:15]([OH:17])[CH3:16])[CH:14]=1.O1CCCC1. The catalyst class is: 6. Product: [Cl:8][C:9]1[CH:14]=[C:13]([CH:15]([OH:17])[CH3:16])[C:12]([C:18]2[CH:23]=[CH:22][CH:21]=[C:20]([F:24])[CH:19]=2)=[C:11]2[C:10]=1[CH:27]=[CH:28][N:2]=[CH:25]2.